From a dataset of Forward reaction prediction with 1.9M reactions from USPTO patents (1976-2016). Predict the product of the given reaction. (1) Given the reactants [H-].[Na+].[CH2:3]([C:5]1[CH:13]=[C:12]2[C:8]([CH2:9][C:10](=[O:14])[NH:11]2)=[CH:7][CH:6]=1)[CH3:4].[Cl:15][C:16]1[C:25]2[C:20](=[CH:21][C:22]([O:26][CH2:27][CH2:28][CH2:29][N:30]3[CH2:35][CH2:34][O:33][CH2:32][CH2:31]3)=[CH:23][CH:24]=2)[N:19]=[CH:18][N:17]=1, predict the reaction product. The product is: [ClH:15].[CH2:3]([C:5]1[CH:13]=[C:12]2[C:8]([C:9]([C:16]3[C:25]4[C:20](=[CH:21][C:22]([O:26][CH2:27][CH2:28][CH2:29][N:30]5[CH2:35][CH2:34][O:33][CH2:32][CH2:31]5)=[CH:23][CH:24]=4)[N:19]=[CH:18][N:17]=3)=[C:10]([OH:14])[NH:11]2)=[CH:7][CH:6]=1)[CH3:4]. (2) Given the reactants [O:1]1[C:5]2[CH:6]=[CH:7][C:8]([C:10]3[CH:11]=[C:12]4[C:16](=[CH:17][CH:18]=3)[NH:15][C:14]3[C:19]([CH3:23])=[N:20][CH:21]=[CH:22][C:13]4=3)=[CH:9][C:4]=2[CH2:3][CH2:2]1.[H-].[Na+].[CH3:26]Br, predict the reaction product. The product is: [O:1]1[C:5]2[CH:6]=[CH:7][C:8]([C:10]3[CH:11]=[C:12]4[C:16](=[CH:17][CH:18]=3)[N:15]([CH3:26])[C:14]3[C:19]([CH3:23])=[N:20][CH:21]=[CH:22][C:13]4=3)=[CH:9][C:4]=2[CH2:3][CH2:2]1.